This data is from Catalyst prediction with 721,799 reactions and 888 catalyst types from USPTO. The task is: Predict which catalyst facilitates the given reaction. (1) Reactant: [OH:1][CH2:2][CH2:3][C:4]#[C:5][C:6]1[CH:7]=[C:8]2[C:13](=[C:14]([C:16]#[C:17][CH2:18][CH2:19][OH:20])[CH:15]=1)[O:12][C:11](=[O:21])[C:10]([C:22]1[CH:27]=[CH:26][C:25]([O:28][CH3:29])=[CH:24][CH:23]=1)=[CH:9]2. Product: [OH:1][CH2:2][CH2:3][CH2:4][CH2:5][C:6]1[CH:7]=[C:8]2[C:13](=[C:14]([CH2:16][CH2:17][CH2:18][CH2:19][OH:20])[CH:15]=1)[O:12][C:11](=[O:21])[C:10]([C:22]1[CH:27]=[CH:26][C:25]([O:28][CH3:29])=[CH:24][CH:23]=1)=[CH:9]2. The catalyst class is: 1. (2) Reactant: [CH2:1]([O:4][C:5](=[O:16])[NH:6][C:7]1[C:12]([CH3:13])=[CH:11][C:10]([NH2:14])=[CH:9][C:8]=1[CH3:15])[CH2:2][CH3:3].[Cl:17][C:18]1[S:22][C:21]([CH:23]=O)=[CH:20][CH:19]=1.C([BH3-])#N.[Na+].O.[Cl-].[Na+].O. Product: [CH2:1]([O:4][C:5](=[O:16])[NH:6][C:7]1[C:8]([CH3:15])=[CH:9][C:10]([NH:14][CH2:23][C:21]2[S:22][C:18]([Cl:17])=[CH:19][CH:20]=2)=[CH:11][C:12]=1[CH3:13])[CH2:2][CH3:3]. The catalyst class is: 5.